Dataset: Reaction yield outcomes from USPTO patents with 853,638 reactions. Task: Predict the reaction yield, written as a fraction of the theoretical maximum amount of product (1.0 means a 100% yield; for example, 0.34 means a 34% yield). (1) The reactants are [Li+].C[Si]([N-][Si](C)(C)C)(C)C.[CH:11]1[C:20]2[C:15](=[CH:16][CH:17]=[CH:18][CH:19]=2)[CH:14]=[CH:13][CH:12]=1.[CH3:21][NH:22][CH3:23].[CH2:24]1C[O:27][CH2:26][CH2:25]1. The catalyst is CC(OC1C=CC=C(OC(C)C)C=1C1C(P(C2CCCCC2)C2CCCCC2)=CC=CC=1)C.CC(OC)(C)C.C1C=[C-]C(CCN)=CC=1.Cl[Pd+]. The product is [CH3:21][N:22]([CH3:23])[C:17]1[CH:16]=[C:15]2[C:20](=[CH:19][CH:18]=1)[CH:11]=[C:12]1[C:26](=[O:27])[CH2:25][CH2:24][C:13]1=[CH:14]2. The yield is 0.250. (2) The reactants are [NH2:1][C:2]1[C:3]([C:25]#[N:26])=[C:4]([CH:22]=[CH:23][CH:24]=1)[O:5][CH2:6][C:7]1([C:14]([NH:16][CH:17]2[CH2:21][CH2:20][CH2:19][CH2:18]2)=[O:15])[CH2:12][CH2:11][CH2:10][NH:9][C:8]1=[O:13].[NH2:27][OH:28]. The catalyst is CCO. The product is [NH2:1][C:2]1[C:3]([C:25](=[NH:26])[NH:27][OH:28])=[C:4]([CH:22]=[CH:23][CH:24]=1)[O:5][CH2:6][C:7]1([C:14]([NH:16][CH:17]2[CH2:21][CH2:20][CH2:19][CH2:18]2)=[O:15])[CH2:12][CH2:11][CH2:10][NH:9][C:8]1=[O:13]. The yield is 0.690. (3) The reactants are [NH2:1][C:2]1[C:7]2[N:8]=[C:9]([S:15][C:16]3[C:24]([Br:25])=[CH:23][C:19]4[O:20][CH2:21][O:22][C:18]=4[CH:17]=3)[N:10]([CH2:11][CH2:12][CH2:13][OH:14])[C:6]=2[CH:5]=[CH:4][N:3]=1.CCN(CC)CC.[CH3:33][S:34](Cl)(=[O:36])=[O:35]. The catalyst is O1CCOCC1. The product is [CH3:33][S:34]([O:14][CH2:13][CH2:12][CH2:11][N:10]1[C:6]2[CH:5]=[CH:4][N:3]=[C:2]([NH2:1])[C:7]=2[N:8]=[C:9]1[S:15][C:16]1[C:24]([Br:25])=[CH:23][C:19]2[O:20][CH2:21][O:22][C:18]=2[CH:17]=1)(=[O:36])=[O:35]. The yield is 0.500.